Dataset: Catalyst prediction with 721,799 reactions and 888 catalyst types from USPTO. Task: Predict which catalyst facilitates the given reaction. (1) Reactant: [NH2:1][C:2]1[CH:7]=[CH:6][C:5]([O:8][C:9]([F:12])([F:11])[F:10])=[CH:4][C:3]=1[C:13]([C:15]1[CH:20]=[CH:19][CH:18]=[C:17]([Cl:21])[CH:16]=1)=O.[F:22][C:23]([F:31])([F:30])[C:24](=[O:29])[CH2:25][C:26](=O)[CH3:27].C(O)(C)C. Product: [Cl:21][C:17]1[CH:16]=[C:15]([C:13]2[C:3]3[C:2](=[CH:7][CH:6]=[C:5]([O:8][C:9]([F:12])([F:11])[F:10])[CH:4]=3)[N:1]=[C:26]([CH3:27])[C:25]=2[C:24](=[O:29])[C:23]([F:31])([F:30])[F:22])[CH:20]=[CH:19][CH:18]=1. The catalyst class is: 644. (2) Reactant: [CH3:1][O:2][C:3]1[CH:8]=[CH:7][C:6]([F:9])=[CH:5][C:4]=1B(O)O.Br[C:14]1[S:15][CH:16]=[CH:17][CH:18]=1.C(=O)([O-])[O-].[K+].[K+].C([O-])(=O)C. Product: [S:15]1[CH:16]=[CH:17][CH:18]=[C:14]1[C:4]1[CH:5]=[C:6]([F:9])[CH:7]=[CH:8][C:3]=1[O:2][CH3:1]. The catalyst class is: 127. (3) Reactant: [CH3:1][O:2][CH2:3][CH2:4][NH:5][CH:6]1[CH2:9][N:8]([C:10]([O:12][C:13]([CH3:16])([CH3:15])[CH3:14])=[O:11])[CH2:7]1.Br[CH2:18][CH2:19][OH:20].C([O-])([O-])=O.[Na+].[Na+]. Product: [OH:20][CH2:19][CH2:18][N:5]([CH2:4][CH2:3][O:2][CH3:1])[CH:6]1[CH2:9][N:8]([C:10]([O:12][C:13]([CH3:16])([CH3:15])[CH3:14])=[O:11])[CH2:7]1. The catalyst class is: 23. (4) Reactant: [CH2:1]([O:3][C:4]([CH:6]1[C:10](=O)[CH2:9][N:8]([C:12]([O:14][CH2:15][C:16]2[CH:21]=[CH:20][CH:19]=[CH:18][CH:17]=2)=[O:13])[CH2:7]1)=[O:5])[CH3:2].Cl.Cl.[CH3:24][O:25][NH2:26]. Product: [CH2:1]([O:3][C:4]([CH:6]1[C:10](=[N:26][O:25][CH3:24])[CH2:9][N:8]([C:12]([O:14][CH2:15][C:16]2[CH:21]=[CH:20][CH:19]=[CH:18][CH:17]=2)=[O:13])[CH2:7]1)=[O:5])[CH3:2]. The catalyst class is: 17. (5) Reactant: [Si:1]([O:8][C@@H:9]1[C@@H:13]([CH2:14][O:15][Si:16]([C:19]([CH3:22])([CH3:21])[CH3:20])([CH3:18])[CH3:17])[O:12][C@@H:11]([N:23]2[C:27]3[N:28]=[C:29]([NH2:33])[N:30]=[C:31]([NH2:32])[C:26]=3[CH:25]=[CH:24]2)[CH2:10]1)([C:4]([CH3:7])([CH3:6])[CH3:5])([CH3:3])[CH3:2].[C:34](Cl)(=[O:41])[C:35]1[CH:40]=[CH:39][CH:38]=[CH:37][CH:36]=1. Product: [Si:1]([O:8][C@@H:9]1[C@@H:13]([CH2:14][O:15][Si:16]([C:19]([CH3:20])([CH3:21])[CH3:22])([CH3:17])[CH3:18])[O:12][C@@H:11]([N:23]2[C:27]3[N:28]=[C:29]([NH:33][C:34](=[O:41])[C:35]4[CH:40]=[CH:39][CH:38]=[CH:37][CH:36]=4)[N:30]=[C:31]([NH:32][C:34](=[O:41])[C:35]4[CH:40]=[CH:39][CH:38]=[CH:37][CH:36]=4)[C:26]=3[CH:25]=[CH:24]2)[CH2:10]1)([C:4]([CH3:5])([CH3:6])[CH3:7])([CH3:2])[CH3:3]. The catalyst class is: 377. (6) Reactant: [F:1][C:2]([F:12])([F:11])[C:3]1[CH:4]=[C:5](I)[C:6]([NH2:9])=[N:7][CH:8]=1.[CH3:13][N:14](C)C=O. Product: [NH2:9][C:6]1[C:5]([C:13]#[N:14])=[CH:4][C:3]([C:2]([F:12])([F:11])[F:1])=[CH:8][N:7]=1. The catalyst class is: 13. (7) Reactant: C(NC(C)C)(C)C.C([Li])CCC.[CH3:13][C:14]1[CH:15]=[C:16]([NH:25][C:26]2[N:31]=[C:30]([C:32]([F:35])([F:34])[F:33])[CH:29]=[CH:28][N:27]=2)[CH:17]=[C:18]([C:20]2[S:24][CH:23]=[N:22][CH:21]=2)[CH:19]=1.[Li+].CC([N-]C(C)C)C.[CH3:44][C:45]1([CH3:56])[CH2:50][C:49](=O)[CH2:48][CH2:47][CH:46]1[C:52]([O:54]C)=[O:53].[Li]. Product: [CH3:56][C:45]1([CH3:44])[CH2:50][C@:49]2([C:23]3[S:24][C:20]([C:18]4[CH:17]=[C:16]([NH:25][C:26]5[N:31]=[C:30]([C:32]([F:33])([F:35])[F:34])[CH:29]=[CH:28][N:27]=5)[CH:15]=[C:14]([CH3:13])[CH:19]=4)=[CH:21][N:22]=3)[CH2:48][CH2:47][C@H:46]1[C:52](=[O:53])[O:54]2. The catalyst class is: 1. (8) Reactant: Br[C:2]1[C:7]([CH3:8])=[CH:6][C:5]([Br:9])=[CH:4][N:3]=1.[Cu](C#N)[C:11]#[N:12]. Product: [Br:9][C:5]1[CH:6]=[C:7]([CH3:8])[C:2]([C:11]#[N:12])=[N:3][CH:4]=1. The catalyst class is: 9. (9) Reactant: [C:1]([O:5][C:6]([NH:8][C@@H:9]([CH2:42][C:43]1[CH:48]=[CH:47][CH:46]=[CH:45][CH:44]=1)[CH2:10][C@@H:11]1[O:15][C:14]([CH3:17])([CH3:16])[N:13]([C:18]([O:20][CH2:21][C:22]2[CH:27]=[CH:26][CH:25]=[CH:24][CH:23]=2)=[O:19])[C@H:12]1[CH2:28][C:29]1[CH:34]=[CH:33][C:32](OC(=O)C(F)(F)F)=[CH:31][CH:30]=1)=[O:7])([CH3:4])([CH3:3])[CH3:2].[Li+].[Cl-].[CH3:51][C:52]1[CH:53]=[CH:54][C:55]([Sn](CCCC)(CCCC)CCCC)=[N:56][CH:57]=1. Product: [C:1]([O:5][C:6]([NH:8][C@@H:9]([CH2:42][C:43]1[CH:48]=[CH:47][CH:46]=[CH:45][CH:44]=1)[CH2:10][C@@H:11]1[O:15][C:14]([CH3:16])([CH3:17])[N:13]([C:18]([O:20][CH2:21][C:22]2[CH:23]=[CH:24][CH:25]=[CH:26][CH:27]=2)=[O:19])[C@H:12]1[CH2:28][C:29]1[CH:30]=[CH:31][C:32]([C:55]2[CH:54]=[CH:53][C:52]([CH3:51])=[CH:57][N:56]=2)=[CH:33][CH:34]=1)=[O:7])([CH3:2])([CH3:3])[CH3:4]. The catalyst class is: 233. (10) Reactant: [N+:1]([C:4]1[CH:9]=[CH:8][C:7]([C:10]2[CH:14]=[CH:13][NH:12][C:11]=2[C:15]([O:17][CH3:18])=[O:16])=[CH:6][CH:5]=1)([O-])=O.[H][H]. Product: [NH2:1][C:4]1[CH:9]=[CH:8][C:7]([C:10]2[CH:14]=[CH:13][NH:12][C:11]=2[C:15]([O:17][CH3:18])=[O:16])=[CH:6][CH:5]=1. The catalyst class is: 19.